Dataset: HIV replication inhibition screening data with 41,000+ compounds from the AIDS Antiviral Screen. Task: Binary Classification. Given a drug SMILES string, predict its activity (active/inactive) in a high-throughput screening assay against a specified biological target. (1) The compound is Cc1ccc(-c2c(C#N)c(N)nc3c2CCS(=O)(=O)c2ccccc2-3)cc1. The result is 0 (inactive). (2) The compound is COc1cc(N=Nc2cc(NC(C)=O)c(N=Nc3ccc(C(=O)O)cc3)cc2S(=O)(=O)O)c(C)cc1N=Nc1cc(OC)c(NC(=O)c2ccc(N)cc2)cc1C. The result is 1 (active). (3) The drug is CCOP(=O)(OCC)C(C#N)=Cc1c[nH]c2ccccc12. The result is 0 (inactive).